This data is from Forward reaction prediction with 1.9M reactions from USPTO patents (1976-2016). The task is: Predict the product of the given reaction. (1) Given the reactants [N:1]1([CH:14]2[CH2:19][CH2:18][C:17](=O)[CH2:16][CH2:15]2)[C:12]2=[C:13]3[C:8](=[CH:9][CH:10]=[CH:11]2)[CH:7]=[N:6][CH:5]=[C:4]3[CH2:3][CH2:2]1.[NH2:21][CH2:22][CH2:23][S:24][C:25](=[O:27])[CH3:26], predict the reaction product. The product is: [N:1]1([CH:14]2[CH2:19][CH2:18][CH:17]([NH:21][CH2:22][CH2:23][S:24][C:25](=[O:27])[CH3:26])[CH2:16][CH2:15]2)[C:12]2=[C:13]3[C:8](=[CH:9][CH:10]=[CH:11]2)[CH:7]=[N:6][CH:5]=[C:4]3[CH2:3][CH2:2]1. (2) Given the reactants Br.Br[CH:3]([C:5]1[CH:6]=[C:7]([C:23]([N:25]([CH3:27])[CH3:26])=[O:24])[CH:8]=[C:9]2[C:14]=1[O:13][C:12]([N:15]1[CH2:20][CH2:19][O:18][C@H:17]([CH3:21])[CH2:16]1)=[CH:11][C:10]2=[O:22])[CH3:4].[F:28][C:29]1[CH:30]=[C:31]([CH:33]=[C:34]([F:36])[CH:35]=1)[NH2:32], predict the reaction product. The product is: [F:28][C:29]1[CH:30]=[C:31]([NH:32][CH:3]([C:5]2[CH:6]=[C:7]([C:23]([N:25]([CH3:27])[CH3:26])=[O:24])[CH:8]=[C:9]3[C:14]=2[O:13][C:12]([N:15]2[CH2:20][CH2:19][O:18][C@H:17]([CH3:21])[CH2:16]2)=[CH:11][C:10]3=[O:22])[CH3:4])[CH:33]=[C:34]([F:36])[CH:35]=1. (3) Given the reactants [CH3:1][O:2][C:3]1[CH:8]=[CH:7][C:6]([CH2:9][C:10]([O:12]CC)=[O:11])=[CH:5][CH:4]=1.CO.O[Li].O.Cl, predict the reaction product. The product is: [CH3:1][O:2][C:3]1[CH:4]=[CH:5][C:6]([CH2:9][C:10]([OH:12])=[O:11])=[CH:7][CH:8]=1. (4) The product is: [F:15][C:12]([F:13])([F:14])[CH:11]([NH:10][C:5]1[C:4]([NH2:1])=[CH:9][CH:8]=[CH:7][CH:6]=1)[C:16]1[CH:17]=[C:18]2[C:22](=[CH:23][CH:24]=1)[N:21]([C:25]1[CH:30]=[CH:29][C:28]([F:31])=[CH:27][CH:26]=1)[N:20]=[CH:19]2. Given the reactants [N+:1]([C:4]1[CH:9]=[CH:8][CH:7]=[CH:6][C:5]=1[NH:10][CH:11]([C:16]1[CH:17]=[C:18]2[C:22](=[CH:23][CH:24]=1)[N:21]([C:25]1[CH:30]=[CH:29][C:28]([F:31])=[CH:27][CH:26]=1)[N:20]=[CH:19]2)[C:12]([F:15])([F:14])[F:13])([O-])=O.Cl.C(=O)(O)[O-].[Na+], predict the reaction product.